This data is from Full USPTO retrosynthesis dataset with 1.9M reactions from patents (1976-2016). The task is: Predict the reactants needed to synthesize the given product. (1) Given the product [CH3:12][C:3]1[CH:4]=[C:5]([C:6]([O:8][CH3:9])=[O:7])[CH:10]=[CH:11][C:2]=1[C:21]1[C:22]([C:23]([O:25][CH2:26][CH3:27])=[O:24])=[CH:28][CH:29]=[CH:30][CH:31]=1, predict the reactants needed to synthesize it. The reactants are: Br[C:2]1[CH:11]=[CH:10][C:5]([C:6]([O:8][CH3:9])=[O:7])=[CH:4][C:3]=1[CH3:12].CC1(C)C(C)(C)OB([C:21]2[CH:31]=[CH:30][CH:29]=[CH:28][C:22]=2[C:23]([O:25][CH2:26][CH3:27])=[O:24])O1.C1(C)C=CC=CC=1.P([O-])([O-])([O-])=O.[K+].[K+].[K+]. (2) Given the product [Cl:34][Si:35]([CH:7]1[C:6]2[C:10](=[C:11]([C:25]3[CH:26]=[CH:27][CH:28]=[CH:29][CH:30]=3)[C:12]([O:13][C:14]3[C:19]([F:20])=[C:18]([F:21])[C:17]([F:22])=[C:16]([F:23])[C:15]=3[F:24])=[C:4]([CH:1]([CH3:3])[CH3:2])[CH:5]=2)[CH:9]=[C:8]1[CH3:31])([CH3:37])[CH3:36], predict the reactants needed to synthesize it. The reactants are: [CH:1]([C:4]1[CH:5]=[C:6]2[C:10](=[C:11]([C:25]3[CH:30]=[CH:29][CH:28]=[CH:27][CH:26]=3)[C:12]=1[O:13][C:14]1[C:19]([F:20])=[C:18]([F:21])[C:17]([F:22])=[C:16]([F:23])[C:15]=1[F:24])[CH2:9][C:8]([CH3:31])=[CH:7]2)([CH3:3])[CH3:2].[H-].[K+].[Cl:34][Si:35](Cl)([CH3:37])[CH3:36]. (3) Given the product [F:22][C:2]([F:1])([F:21])[C:3]1[C:16]2[C:7](=[CH:8][C:9]3[CH2:10][CH2:11][CH2:12][N:13]([CH2:17][CH3:18])[C:14]=3[CH:15]=2)[NH:6][C:5](=[O:20])[CH:4]=1, predict the reactants needed to synthesize it. The reactants are: [F:1][C:2]([F:22])([F:21])[C:3]1[C:16]2[C:7](=[CH:8][C:9]3[CH2:10][CH2:11][CH2:12][N:13]([CH2:17][CH2:18]C)[C:14]=3[CH:15]=2)[NH:6][C:5](=[O:20])[CH:4]=1.C(=O)C. (4) Given the product [CH:1]([C:4]1[N:5]=[C:6]([C:11]2[CH:16]=[CH:15][C:14]([C:17]([F:19])([F:20])[F:18])=[CH:13][CH:12]=2)[O:7][C:8]=1[CH:9]=[O:10])([CH3:3])[CH3:2], predict the reactants needed to synthesize it. The reactants are: [CH:1]([C:4]1[N:5]=[C:6]([C:11]2[CH:16]=[CH:15][C:14]([C:17]([F:20])([F:19])[F:18])=[CH:13][CH:12]=2)[O:7][C:8]=1[CH2:9][OH:10])([CH3:3])[CH3:2].CC(OI1(OC(C)=O)(OC(C)=O)OC(=O)C2C=CC=CC1=2)=O. (5) Given the product [CH3:2][O:3][C:4](=[O:17])[CH:5]([NH:6][C:25]([NH:29][CH2:30][CH:31]1[CH2:32][CH2:33][C:34]([N:43]([CH3:45])[CH3:44])([C:37]2[CH:38]=[CH:39][CH:40]=[CH:41][CH:42]=2)[CH2:35][CH2:36]1)=[S:26])[CH2:7][C:8]1[C:16]2[C:11](=[CH:12][CH:13]=[CH:14][CH:15]=2)[NH:10][CH:9]=1, predict the reactants needed to synthesize it. The reactants are: Cl.[CH3:2][O:3][C:4](=[O:17])[C@H:5]([CH2:7][C:8]1[C:16]2[C:11](=[CH:12][CH:13]=[CH:14][CH:15]=2)[NH:10][CH:9]=1)[NH2:6].C(N(CC)CC)C.[C:25](Cl)(Cl)=[S:26].[NH2:29][CH2:30][CH:31]1[CH2:36][CH2:35][C:34]([N:43]([CH3:45])[CH3:44])([C:37]2[CH:42]=[CH:41][CH:40]=[CH:39][CH:38]=2)[CH2:33][CH2:32]1.